This data is from Full USPTO retrosynthesis dataset with 1.9M reactions from patents (1976-2016). The task is: Predict the reactants needed to synthesize the given product. (1) Given the product [C:51]([C:49]1[O:48][N:47]=[C:46]([NH:45][C:44]([NH:33][C@@H:26]2[C:27]3[C:32](=[CH:31][CH:30]=[CH:29][CH:28]=3)[C@H:23]([O:22][C:19]3[CH:20]=[CH:21][C:16]4[N:17]([C:13]([N:10]5[CH2:11][CH2:12][CH:7]([CH2:6][O:5][Si:4]([CH:1]([CH3:2])[CH3:3])([CH:34]([CH3:36])[CH3:35])[CH:37]([CH3:39])[CH3:38])[CH2:8][CH2:9]5)=[N:14][N:15]=4)[CH:18]=3)[CH2:24][CH2:25]2)=[O:43])[CH:50]=1)([CH3:54])([CH3:52])[CH3:53], predict the reactants needed to synthesize it. The reactants are: [CH:1]([Si:4]([CH:37]([CH3:39])[CH3:38])([CH:34]([CH3:36])[CH3:35])[O:5][CH2:6][CH:7]1[CH2:12][CH2:11][N:10]([C:13]2[N:17]3[CH:18]=[C:19]([O:22][C@H:23]4[C:32]5[C:27](=[CH:28][CH:29]=[CH:30][CH:31]=5)[C@@H:26]([NH2:33])[CH2:25][CH2:24]4)[CH:20]=[CH:21][C:16]3=[N:15][N:14]=2)[CH2:9][CH2:8]1)([CH3:3])[CH3:2].ClC(Cl)(Cl)C[O:43][C:44](=O)[NH:45][C:46]1[CH:50]=[C:49]([C:51]([CH3:54])([CH3:53])[CH3:52])[O:48][N:47]=1. (2) Given the product [Cl:14][C:15]1[CH:16]=[CH:17][C:18]2[N:24]([CH2:25][C:26]([CH3:28])([CH3:27])[CH3:29])[C:23](=[O:30])[C@@H:22]([CH2:31][C:32]3[N:36]=[C:35]([S:3][CH2:2][C:1]([O:5][CH2:6][CH3:7])=[O:4])[S:34][N:33]=3)[O:21][C@H:20]([C:38]3[CH:43]=[CH:42][CH:41]=[C:40]([O:44][CH3:45])[C:39]=3[O:46][CH3:47])[C:19]=2[CH:48]=1, predict the reactants needed to synthesize it. The reactants are: [C:1]([O:5][CH2:6][CH3:7])(=[O:4])[CH2:2][SH:3].C(=O)([O-])[O-].[K+].[K+].[Cl:14][C:15]1[CH:16]=[CH:17][C:18]2[N:24]([CH2:25][C:26]([CH3:29])([CH3:28])[CH3:27])[C:23](=[O:30])[C@@H:22]([CH2:31][C:32]3[N:36]=[C:35](Cl)[S:34][N:33]=3)[O:21][C@H:20]([C:38]3[CH:43]=[CH:42][CH:41]=[C:40]([O:44][CH3:45])[C:39]=3[O:46][CH3:47])[C:19]=2[CH:48]=1. (3) The reactants are: [C:1]([O:5][C:6]([N:8]1[CH2:11][CH:10]([C:12]2[C:17](Br)=[CH:16][C:15]([F:19])=[CH:14][N:13]=2)[CH2:9]1)=[O:7])([CH3:4])([CH3:3])[CH3:2].[NH:20]1[CH2:25][CH2:24][CH:23]([CH2:26][OH:27])[CH2:22][CH2:21]1.CCN(CC)CC. Given the product [C:1]([O:5][C:6]([N:8]1[CH2:11][CH:10]([C:12]2[C:17]([N:20]3[CH2:25][CH2:24][CH:23]([CH2:26][OH:27])[CH2:22][CH2:21]3)=[CH:16][C:15]([F:19])=[CH:14][N:13]=2)[CH2:9]1)=[O:7])([CH3:4])([CH3:3])[CH3:2], predict the reactants needed to synthesize it. (4) Given the product [CH3:1][C:2]1[NH:3][C:4](=[O:13])[CH:5]=[CH:6][C:7]=1[C:8]([O:10][CH2:11][CH3:12])=[O:9], predict the reactants needed to synthesize it. The reactants are: [CH3:1][C:2]1[NH:3][C:4](=[O:13])[CH2:5][CH2:6][C:7]=1[C:8]([O:10][CH2:11][CH3:12])=[O:9].C(C1C(=O)C(Cl)=C(Cl)C(=O)C=1C#N)#N. (5) Given the product [C:17]([Si:21]([O:10][C:7]1[CH:8]=[CH:9][C:4]([N:1]=[C:2]=[S:3])=[C:5]([CH3:11])[CH:6]=1)([CH3:23])[CH3:22])([CH3:20])([CH3:19])[CH3:18], predict the reactants needed to synthesize it. The reactants are: [N:1]([C:4]1[CH:9]=[CH:8][C:7]([OH:10])=[CH:6][C:5]=1[CH3:11])=[C:2]=[S:3].N1C=CN=C1.[C:17]([Si:21](Cl)([CH3:23])[CH3:22])([CH3:20])([CH3:19])[CH3:18]. (6) Given the product [CH3:1][C:2]1[CH:44]=[CH:43][C:5]([C:6]([O:8][C@H:9]2[C:13]([Cl:14])([Cl:15])[C@H:12]([N:16]3[CH:21]=[CH:20][C:19](=[O:47])[NH:18][C:17]3=[O:31])[O:11][C@@H:10]2[CH2:32][O:33][C:34](=[O:42])[C:35]2[CH:36]=[CH:37][C:38]([CH3:41])=[CH:39][CH:40]=2)=[O:7])=[CH:4][CH:3]=1, predict the reactants needed to synthesize it. The reactants are: [CH3:1][C:2]1[CH:44]=[CH:43][C:5]([C:6]([O:8][C@H:9]2[C:13]([Cl:15])([Cl:14])[C@H:12]([N:16]3[CH:21]=[CH:20][C:19](NC(=O)C4C=CC=CC=4)=[N:18][C:17]3=[O:31])[O:11][C@@H:10]2[CH2:32][O:33][C:34](=[O:42])[C:35]2[CH:40]=[CH:39][C:38]([CH3:41])=[CH:37][CH:36]=2)=[O:7])=[CH:4][CH:3]=1.C(O)(=[O:47])C. (7) The reactants are: Br[C:2]1[N:11]=[C:10]2[C:5]([CH:6]([OH:12])[CH2:7][CH2:8][NH:9]2)=[CH:4][CH:3]=1.C([Li])CCC.CO.[Br:20]N1C(=O)CCC1=O. Given the product [Br:20][C:3]1[CH:4]=[C:5]2[C:10](=[N:11][CH:2]=1)[NH:9][CH2:8][CH2:7][CH:6]2[OH:12], predict the reactants needed to synthesize it. (8) Given the product [Br:1][C:2]1[CH:3]=[C:4]2[C:5](=[CH:12][CH:13]=1)[C:6](=[O:7])[N:8]([CH:9]1[CH2:11][CH2:10]1)[CH2:14]2, predict the reactants needed to synthesize it. The reactants are: [Br:1][C:2]1[CH:13]=[CH:12][C:5]([C:6]([NH:8][CH:9]2[CH2:11][CH2:10]2)=[O:7])=[C:4]([CH2:14]O)[CH:3]=1.C([Mg]Cl)(C)C.CN(C)P(Cl)(N(C)C)=O. (9) Given the product [C:18]([O:21][C:22]([NH:1][C@@H:2]([C:11]1[CH:16]=[CH:15][CH:14]=[CH:13][CH:12]=1)[C:3]([F:9])([F:10])[C:4]([O:6][CH2:7][CH3:8])=[O:5])=[O:23])([CH3:20])([CH3:19])[CH3:17], predict the reactants needed to synthesize it. The reactants are: [NH2:1][C@@H:2]([C:11]1[CH:16]=[CH:15][CH:14]=[CH:13][CH:12]=1)[C:3]([F:10])([F:9])[C:4]([O:6][CH2:7][CH3:8])=[O:5].[CH3:17][C:18]([O:21][C:22](O[C:22]([O:21][C:18]([CH3:20])([CH3:19])[CH3:17])=[O:23])=[O:23])([CH3:20])[CH3:19].C([O-])(O)=O.[Na+].